Dataset: Reaction yield outcomes from USPTO patents with 853,638 reactions. Task: Predict the reaction yield, written as a fraction of the theoretical maximum amount of product (1.0 means a 100% yield; for example, 0.34 means a 34% yield). (1) The reactants are FC(F)(F)C(O)=O.[C:8]1(=[C:14]([C:31]2[CH:36]=[CH:35][C:34]([OH:37])=[CH:33][CH:32]=2)[C:15]2[CH:20]=[CH:19][C:18](/[CH:21]=[CH:22]/[C:23]([O:25]C(C)(C)C)=[O:24])=[C:17]([CH3:30])[CH:16]=2)[CH2:13][CH2:12][CH2:11][CH2:10][CH2:9]1. The catalyst is C(Cl)Cl. The product is [C:8]1(=[C:14]([C:31]2[CH:36]=[CH:35][C:34]([OH:37])=[CH:33][CH:32]=2)[C:15]2[CH:20]=[CH:19][C:18](/[CH:21]=[CH:22]/[C:23]([OH:25])=[O:24])=[C:17]([CH3:30])[CH:16]=2)[CH2:13][CH2:12][CH2:11][CH2:10][CH2:9]1. The yield is 0.760. (2) The product is [Br:16][C:14]1[CH:13]=[N:12][N:11]([C:7]([CH3:10])([CH3:9])[CH3:8])[CH:15]=1. The reactants are C([O-])([O-])=O.[Na+].[Na+].[C:7]([N:11]1[CH:15]=[CH:14][CH:13]=[N:12]1)([CH3:10])([CH3:9])[CH3:8].[Br:16]Br. The catalyst is C(Cl)Cl. The yield is 0.850. (3) The reactants are C(O)(=O)C.[CH:5]1([O:11][C:12]2[CH:17]=[CH:16][C:15](/[CH:18]=[CH:19]/[N+:20]([O-:22])=[O:21])=[CH:14][CH:13]=2)[CH2:10][CH2:9][CH2:8][CH2:7][CH2:6]1.[BH4-].[Na+]. The catalyst is CS(C)=O. The product is [CH:5]1([O:11][C:12]2[CH:13]=[CH:14][C:15]([CH2:18][CH2:19][N+:20]([O-:22])=[O:21])=[CH:16][CH:17]=2)[CH2:6][CH2:7][CH2:8][CH2:9][CH2:10]1. The yield is 0.440. (4) The reactants are [NH2:1][C:2]1[CH:7]=[CH:6][C:5]([C:8]2[C:9]([CH2:37][N:38]([CH3:40])[CH3:39])=[C:10]3[N:15]([CH:16]=2)[N:14]([CH2:17][C:18]2[C:23]([F:24])=[CH:22][CH:21]=[CH:20][C:19]=2[F:25])[C:13](=[O:26])[N:12]([C:27]2[CH:32]=[CH:31][CH:30]=[C:29]([O:33][CH3:34])[C:28]=2[F:35])[C:11]3=[O:36])=[CH:4][CH:3]=1.[CH2:41]([N:43]=[C:44]=[O:45])[CH3:42]. The catalyst is O1CCCC1. The product is [F:24][C:23]1[CH:22]=[CH:21][CH:20]=[C:19]([F:25])[C:18]=1[CH2:17][N:14]1[C:13](=[O:26])[N:12]([C:27]2[CH:32]=[CH:31][CH:30]=[C:29]([O:33][CH3:34])[C:28]=2[F:35])[C:11](=[O:36])[C:10]2=[C:9]([CH2:37][N:38]([CH3:39])[CH3:40])[C:8]([C:5]3[CH:6]=[CH:7][C:2]([NH:1][C:44]([NH:43][CH2:41][CH3:42])=[O:45])=[CH:3][CH:4]=3)=[CH:16][N:15]12. The yield is 0.681. (5) The reactants are [NH2:1][C:2]1[N:7]=[CH:6][N:5]=[C:4]2[NH:8][N:9]=[C:10]([C:11]#[N:12])[C:3]=12.C(=O)([O-])[O-].[K+].[K+].Cl[CH2:20][C:21]([O:23][C:24]([CH3:27])([CH3:26])[CH3:25])=[O:22]. The catalyst is CN(C=O)C. The product is [NH2:1][C:2]1[N:7]=[CH:6][N:5]=[C:4]2[N:8]([CH2:20][C:21]([O:23][C:24]([CH3:27])([CH3:26])[CH3:25])=[O:22])[N:9]=[C:10]([C:11]#[N:12])[C:3]=12. The yield is 0.623. (6) The reactants are Br[C:2]1[CH:7]=[CH:6][CH:5]=[C:4]([Br:8])[N:3]=1.[CH:9]1([CH2:12][NH2:13])[CH2:11][CH2:10]1. The catalyst is CCN(C(C)C)C(C)C. The product is [Br:8][C:4]1[N:3]=[C:2]([NH:13][CH2:12][CH:9]2[CH2:11][CH2:10]2)[CH:7]=[CH:6][CH:5]=1. The yield is 0.820. (7) The reactants are [N+:1]([O-:4])([O-])=[O:2].[K+].[C:6]([C:10]1[CH:16]=[CH:15][CH:14]=[CH:13][C:11]=1[NH2:12])([CH3:9])([CH3:8])[CH3:7]. The catalyst is OS(O)(=O)=O. The product is [C:6]([C:10]1[CH:16]=[CH:15][C:14]([N+:1]([O-:4])=[O:2])=[CH:13][C:11]=1[NH2:12])([CH3:9])([CH3:7])[CH3:8]. The yield is 0.630. (8) The reactants are O[CH:2]([C:4]1[CH:28]=[C:7]2[CH2:8][N:9]([C:13]([O:15][CH2:16][C:17]3[CH:22]=[C:21]([C:23]([F:26])([F:25])[F:24])[CH:20]=[C:19]([Cl:27])[CH:18]=3)=[O:14])[CH2:10][CH2:11][CH2:12][N:6]2[N:5]=1)[CH3:3].O=S(Cl)Cl.[S:33]1[CH2:37][CH2:36][N:35]=[C:34]1[NH2:38].C([O-])([O-])=O.[Cs+].[Cs+]. The catalyst is C(Cl)Cl.C(#N)C. The product is [S:33]1[CH2:37][CH2:36][N:35]=[C:34]1[NH:38][CH:2]([C:4]1[CH:28]=[C:7]2[CH2:8][N:9]([C:13]([O:15][CH2:16][C:17]3[CH:22]=[C:21]([C:23]([F:26])([F:25])[F:24])[CH:20]=[C:19]([Cl:27])[CH:18]=3)=[O:14])[CH2:10][CH2:11][CH2:12][N:6]2[N:5]=1)[CH3:3]. The yield is 0.190.